This data is from Catalyst prediction with 721,799 reactions and 888 catalyst types from USPTO. The task is: Predict which catalyst facilitates the given reaction. (1) Reactant: [Br:1][C:2]1[S:6][CH:5]=[C:4]([C:7]([OH:9])=O)[CH:3]=1.CCN(C(C)C)C(C)C.CN(C(ON1N=N[C:29]2[CH:30]=[CH:31][CH:32]=[N:33][C:28]1=2)=[N+](C)C)C.F[P-](F)(F)(F)(F)F.N1CCCCC1. Product: [Br:1][C:2]1[S:6][CH:5]=[C:4]([C:7]([N:33]2[CH2:28][CH2:29][CH2:30][CH2:31][CH2:32]2)=[O:9])[CH:3]=1. The catalyst class is: 3. (2) Reactant: [F:1][C:2]1[CH:3]=[CH:4][C:5](B2OC(C)(C)C(C)(C)O2)=[C:6]2[C:10]=1[C@H:9]([O:11][C:12]1[CH:25]=[CH:24][C:15]3[C@H:16]([CH2:19][C:20]([O:22][CH3:23])=[O:21])[CH2:17][O:18][C:14]=3[CH:13]=1)[CH2:8][CH2:7]2.Br[C:36]1[C:37]([CH3:44])=[C:38]([CH:41]=[CH:42][CH:43]=1)[C:39]#[N:40].[O-]P([O-])([O-])=O.[K+].[K+].[K+].C1(P(C2CCCCC2)C2C=CC=CC=2C2C(OC)=CC=CC=2OC)CCCCC1. Product: [C:39]([C:38]1[C:37]([CH3:44])=[C:36]([C:5]2[CH:4]=[CH:3][C:2]([F:1])=[C:10]3[C:6]=2[CH2:7][CH2:8][C@H:9]3[O:11][C:12]2[CH:25]=[CH:24][C:15]3[C@H:16]([CH2:19][C:20]([O:22][CH3:23])=[O:21])[CH2:17][O:18][C:14]=3[CH:13]=2)[CH:43]=[CH:42][CH:41]=1)#[N:40]. The catalyst class is: 164. (3) Product: [CH3:17][S:18]([O:7][CH2:6][C@@H:2]1[CH2:3][CH2:4][CH2:5][C@H:1]1[CH2:8][O:9][S:18]([CH3:17])(=[O:20])=[O:19])(=[O:20])=[O:19]. Reactant: [C@@H:1]1([CH2:8][OH:9])[CH2:5][CH2:4][CH2:3][C@H:2]1[CH2:6][OH:7].CCN(CC)CC.[CH3:17][S:18](Cl)(=[O:20])=[O:19]. The catalyst class is: 154. (4) Reactant: [CH3:1][C:2]1[CH:3]=[C:4]([C:17]2[S:21][C:20]([N:22]3[CH2:28][CH2:27][CH2:26][NH:25][C:24](=[O:29])[CH2:23]3)=[N:19][CH:18]=2)[CH:5]=[C:6]([NH:8][C:9]2[N:14]=[C:13](SC)[CH:12]=[CH:11][N:10]=2)[CH:7]=1.Cl[C:31]1C=CC=C(C(OO)=O)C=1.[O-:41][S:42]([O-:45])(=S)=O.[Na+].[Na+]. Product: [CH3:1][C:2]1[CH:3]=[C:4]([C:17]2[S:21][C:20]([N:22]3[CH2:28][CH2:27][CH2:26][NH:25][C:24](=[O:29])[CH2:23]3)=[N:19][CH:18]=2)[CH:5]=[C:6]([NH:8][C:9]2[N:10]=[C:11]([S:42]([CH3:31])(=[O:45])=[O:41])[CH:12]=[CH:13][N:14]=2)[CH:7]=1. The catalyst class is: 4. (5) Reactant: Cl[C:2]1[CH:7]=[C:6]([C:8]2[C:9]([NH2:15])=[N:10][CH:11]=[C:12]([F:14])[CH:13]=2)[C:5]([Cl:16])=[CH:4][N:3]=1.[CH3:17][O-:18].[Na+]. Product: [Cl:16][C:5]1[C:6]([C:8]2[C:9]([NH2:15])=[N:10][CH:11]=[C:12]([F:14])[CH:13]=2)=[CH:7][C:2]([O:18][CH3:17])=[N:3][CH:4]=1. The catalyst class is: 5. (6) Reactant: Cl.[CH2:2]([C:4]1[C:5]([CH2:13][CH3:14])=[N:6][CH:7]=[C:8]([CH:12]=1)[C:9]([OH:11])=O)[CH3:3].CCN(C(C)C)C(C)C.CN(C(ON1N=NC2C=CC=CC1=2)=[N+](C)C)C.[B-](F)(F)(F)F.[CH2:46]([C:48]1[CH:49]=[C:50]([CH:55]=[C:56]([CH3:59])[C:57]=1[OH:58])[C:51]([NH:53]O)=[NH:52])[CH3:47]. Product: [CH2:2]([C:4]1[CH:12]=[C:8]([C:9]2[O:11][N:53]=[C:51]([C:50]3[CH:55]=[C:56]([CH3:59])[C:57]([OH:58])=[C:48]([CH2:46][CH3:47])[CH:49]=3)[N:52]=2)[CH:7]=[N:6][C:5]=1[CH2:13][CH3:14])[CH3:3]. The catalyst class is: 2. (7) Reactant: [CH3:1][O:2][C:3](=[O:28])[CH:4]([C:10]1[CH:11]=[C:12]([C:19]2[CH:24]=[CH:23][CH:22]=[C:21]([N+:25]([O-:27])=[O:26])[CH:20]=2)[C:13]([OH:18])=[C:14]([CH:16]=[O:17])[CH:15]=1)[CH2:5][C:6]([O:8][CH3:9])=[O:7].ClCCl.C(N(C(C)C)CC)(C)C.[CH3:41][O:42][CH2:43][CH2:44][O:45][CH2:46]Cl. Product: [CH3:1][O:2][C:3](=[O:28])[CH:4]([C:10]1[CH:11]=[C:12]([C:19]2[CH:24]=[CH:23][CH:22]=[C:21]([N+:25]([O-:27])=[O:26])[CH:20]=2)[C:13]([O:18][CH2:41][O:42][CH2:43][CH2:44][O:45][CH3:46])=[C:14]([CH:16]=[O:17])[CH:15]=1)[CH2:5][C:6]([O:8][CH3:9])=[O:7]. The catalyst class is: 69. (8) Reactant: [CH:1]([NH:3][C:4]1[C:9]([CH2:10][CH3:11])=[CH:8][CH:7]=[CH:6][C:5]=1[CH2:12][CH3:13])=O.P12(SP3(SP(SP(S3)(S1)=S)(=S)S2)=S)=[S:15].[Cl:28][CH2:29][CH2:30][C:31](=O)[CH3:32].C([O-])([O-])=O.[Na+].[Na+]. Product: [Cl-:28].[CH2:12]([C:5]1[CH:6]=[CH:7][CH:8]=[C:9]([CH2:10][CH3:11])[C:4]=1[N+:3]1[C:30]([CH3:29])=[C:31]([CH3:32])[S:15][CH:1]=1)[CH3:13]. The catalyst class is: 38. (9) Reactant: [Cl:1][C:2]1[CH:7]=[CH:6][C:5]([NH:8][C:9](=[NH:13])[CH2:10][CH2:11][CH3:12])=[CH:4][CH:3]=1.C([O-])(O)=O.[Na+].Br[CH2:20][C:21](=O)[C:22]([O:24][CH2:25][CH3:26])=[O:23].CC(O)=O. Product: [Cl:1][C:2]1[CH:3]=[CH:4][C:5]([N:8]2[CH:20]=[C:21]([C:22]([O:24][CH2:25][CH3:26])=[O:23])[N:13]=[C:9]2[CH2:10][CH2:11][CH3:12])=[CH:6][CH:7]=1. The catalyst class is: 41. (10) Reactant: [H-].[H-].[H-].[H-].[Li+].[Al+3].[CH3:7][O:8][C:9]1[CH:27]=[CH:26][C:12]([CH2:13][N:14]2[C:18]([C:19]([NH2:21])=O)=[CH:17][C:16]([C:22]([F:25])([F:24])[F:23])=[N:15]2)=[CH:11][CH:10]=1.C(OCC)(=O)C.CCCCCC.S([O-])([O-])(=O)=O.[Na+].[Na+]. Product: [CH3:7][O:8][C:9]1[CH:10]=[CH:11][C:12]([CH2:13][N:14]2[C:18]([CH2:19][NH2:21])=[CH:17][C:16]([C:22]([F:23])([F:24])[F:25])=[N:15]2)=[CH:26][CH:27]=1. The catalyst class is: 1.